This data is from Forward reaction prediction with 1.9M reactions from USPTO patents (1976-2016). The task is: Predict the product of the given reaction. (1) Given the reactants [CH:1]1[C:13]2[CH:12]([CH2:14][O:15][C:16](=[O:35])[NH:17][C@@H:18]([CH2:29][O:30][C:31]([CH3:34])([CH3:33])[CH3:32])[C:19]([C:21]3[CH:22]=[N:23][C:24]([O:27][CH3:28])=[CH:25][CH:26]=3)=[O:20])[C:11]3[C:6](=[CH:7][CH:8]=[CH:9][CH:10]=3)[C:5]=2[CH:4]=[CH:3][CH:2]=1.CC([O-])C.CC([O-])C.CC([O-])C.[Al+3].O, predict the reaction product. The product is: [C:31]([O:30][CH2:29][C@@H:18]([NH:17][C:16](=[O:35])[O:15][CH2:14][CH:12]1[C:11]2[CH:10]=[CH:9][CH:8]=[CH:7][C:6]=2[C:5]2[C:13]1=[CH:1][CH:2]=[CH:3][CH:4]=2)[C@H:19]([OH:20])[C:21]1[CH:22]=[N:23][C:24]([O:27][CH3:28])=[CH:25][CH:26]=1)([CH3:34])([CH3:32])[CH3:33]. (2) Given the reactants [Cl:1][C:2]1[CH:7]=[CH:6][C:5]([C:8]2[N:9]([C:19]3[CH:24]=[CH:23][CH:22]=[CH:21][C:20]=3[Cl:25])[N:10]=[C:11]3[C:17]=2[O:16][CH2:15][CH2:14][CH2:13][C:12]3=O)=[CH:4][CH:3]=1.[F:26][C:27]([F:31])([F:30])[CH2:28][NH2:29].C(O[BH-](OC(=O)C)OC(=O)C)(=O)C.[Na+].C(O)(=O)C, predict the reaction product. The product is: [Cl:1][C:2]1[CH:3]=[CH:4][C:5]([C:8]2[N:9]([C:19]3[CH:24]=[CH:23][CH:22]=[CH:21][C:20]=3[Cl:25])[N:10]=[C:11]3[C:17]=2[O:16][CH2:15][CH2:14][CH2:13][CH:12]3[NH:29][CH2:28][C:27]([F:31])([F:30])[F:26])=[CH:6][CH:7]=1.